From a dataset of Reaction yield outcomes from USPTO patents with 853,638 reactions. Predict the reaction yield, written as a fraction of the theoretical maximum amount of product (1.0 means a 100% yield; for example, 0.34 means a 34% yield). The reactants are [C:1]([O:5][C:6](=[O:28])[NH:7][C:8]1[CH:13]=[CH:12][C:11](/[CH:14]=[CH:15]/[C:16]2[C:17]([O:23][CH3:24])=[N:18][CH:19]=[CH:20][C:21]=2[Cl:22])=[C:10]([N+:25]([O-])=O)[CH:9]=1)([CH3:4])([CH3:3])[CH3:2].O. The catalyst is P(OCC)(OCC)OCC. The product is [C:1]([O:5][C:6](=[O:28])[NH:7][C:8]1[CH:9]=[C:10]2[C:11]([CH:14]=[C:15]([C:16]3[C:17]([O:23][CH3:24])=[N:18][CH:19]=[CH:20][C:21]=3[Cl:22])[NH:25]2)=[CH:12][CH:13]=1)([CH3:4])([CH3:3])[CH3:2]. The yield is 0.330.